Dataset: Forward reaction prediction with 1.9M reactions from USPTO patents (1976-2016). Task: Predict the product of the given reaction. Given the reactants [Cl:1][C:2]1[C:11]2[C:6](=[CH:7][CH:8]=[C:9]([CH:12]([CH:14]3[CH2:19][CH2:18][NH:17][CH2:16][CH2:15]3)[OH:13])[CH:10]=2)[N:5]=[C:4]([O:20][CH3:21])[C:3]=1[CH2:22][C:23]1[CH:28]=[CH:27][C:26]([C:29]([F:32])([F:31])[F:30])=[CH:25][CH:24]=1.CCN(CC)CC.[C:40](OC(=O)C)(=[O:42])[CH3:41], predict the reaction product. The product is: [C:40]([N:17]1[CH2:18][CH2:19][CH:14]([CH:12]([C:9]2[CH:10]=[C:11]3[C:6](=[CH:7][CH:8]=2)[N:5]=[C:4]([O:20][CH3:21])[C:3]([CH2:22][C:23]2[CH:24]=[CH:25][C:26]([C:29]([F:30])([F:32])[F:31])=[CH:27][CH:28]=2)=[C:2]3[Cl:1])[OH:13])[CH2:15][CH2:16]1)(=[O:42])[CH3:41].